From a dataset of Reaction yield outcomes from USPTO patents with 853,638 reactions. Predict the reaction yield, written as a fraction of the theoretical maximum amount of product (1.0 means a 100% yield; for example, 0.34 means a 34% yield). (1) The reactants are [NH2:1][C:2]1[CH2:3][CH2:4][C@@H:5]([C:7]([O:9][C:10]([CH3:13])([CH3:12])[CH3:11])=[O:8])[N:6]=1.[CH3:14][OH:15]. No catalyst specified. The product is [O:15]=[C:14]1[N:6]2[C@H:5]([C:7]([O:9][C:10]([CH3:13])([CH3:12])[CH3:11])=[O:8])[CH2:4][CH2:3][C:2]2=[N:1][CH:4]=[C:5]1[C:7]([O:9][CH3:10])=[O:8]. The yield is 0.460. (2) The reactants are [Cl:1][C:2]1[CH:7]=[CH:6][C:5]([CH:8]([C:22]#[N:23])[CH:9]2[CH2:14][CH2:13][N:12](C(OC(C)(C)C)=O)[CH2:11][CH2:10]2)=[C:4]([F:24])[CH:3]=1.Cl. The product is [ClH:1].[Cl:1][C:2]1[CH:7]=[CH:6][C:5]([CH:8]([CH:9]2[CH2:10][CH2:11][NH:12][CH2:13][CH2:14]2)[C:22]#[N:23])=[C:4]([F:24])[CH:3]=1. The yield is 0.850. The catalyst is O1CCOCC1. (3) The reactants are O.[O:2]=[CH:3][C@@H:4]([C@H:6]([C@@H:8]([C@@H:10]([CH2:12][OH:13])[OH:11])[OH:9])[OH:7])[OH:5].[C:14]([O-:26])(=[O:25])[CH2:15][C:16]([CH2:21][C:22]([O-:24])=[O:23])([C:18]([O-:20])=[O:19])[OH:17].[NH4+:27].[NH4+].[NH4+]. No catalyst specified. The product is [C:14]([O-:26])(=[O:25])[CH2:15][C:16]([CH2:21][C:22]([O-:24])=[O:23])([C:18]([O-:20])=[O:19])[OH:17].[NH4+:27].[NH4+:27].[NH4+:27].[O:2]=[CH:3][C@@H:4]([C@H:6]([C@@H:8]([C@@H:10]([CH2:12][OH:13])[OH:11])[OH:9])[OH:7])[OH:5]. The yield is 0.250. (4) The reactants are Cl.[CH3:2][O:3][NH:4][CH3:5].C(N(C(C)C)CC)(C)C.[Br:15][C:16]1[CH:17]=[C:18]([CH:22]=[CH:23][CH:24]=1)[C:19](Cl)=[O:20]. The catalyst is C(Cl)Cl. The product is [Br:15][C:16]1[CH:17]=[C:18]([CH:22]=[CH:23][CH:24]=1)[C:19]([N:4]([O:3][CH3:2])[CH3:5])=[O:20]. The yield is 0.900.